The task is: Predict the product of the given reaction.. This data is from Forward reaction prediction with 1.9M reactions from USPTO patents (1976-2016). (1) Given the reactants [CH3:1][C:2]1([N:9]2[C:17](=[O:18])[C:16]3[C:11](=[CH:12][CH:13]=[CH:14][CH:15]=3)[C:10]2=[O:19])[CH2:7][CH2:6][CH2:5][NH:4][C:3]1=[O:8].[C:20]1(=O)N(C2CCCNC2=O)C(=O)C2=CC=CC=C12, predict the reaction product. The product is: [CH3:20][O:8][C:3]1[C:2]([N:9]2[C:17](=[O:18])[C:16]3[C:11](=[CH:12][CH:13]=[CH:14][CH:15]=3)[C:10]2=[O:19])([CH3:1])[CH2:7][CH2:6][CH2:5][N:4]=1. (2) Given the reactants [CH3:1][C:2]([CH3:5])([O-])[CH3:3].[K+].C([C:10]1[CH:18]=[CH:17][CH:16]=C[C:11]=1[C:12]([O-:14])=[O:13])(=O)C.[Na+], predict the reaction product. The product is: [CH3:1][C:2]([C:5]1[CH:16]=[CH:17][CH:18]=[CH:10][C:11]=1[C:12]([OH:14])=[O:13])=[CH2:3]. (3) Given the reactants C(O[C:6]([N:8]1[CH2:12][C:11](=[N:13][O:14][CH3:15])[CH2:10][C@H:9]1[C:16]([OH:18])=O)=[O:7])(C)(C)C.[C:19]1([C:28]2[CH:33]=[CH:32][CH:31]=[CH:30][CH:29]=2)[CH:24]=[CH:23][C:22](C(Cl)=O)=[CH:21][CH:20]=1.[N:34]1[S:35][N:36]=[C:37]2[C:42]([NH2:43])=[CH:41][CH:40]=[CH:39][C:38]=12, predict the reaction product. The product is: [N:34]1[S:35][N:36]=[C:37]2[C:42]([NH:43][C:16]([C@@H:9]3[CH2:10][C:11](=[N:13][O:14][CH3:15])[CH2:12][N:8]3[C:6]([C:31]3[CH:30]=[CH:29][C:28]([C:19]4[CH:20]=[CH:21][CH:22]=[CH:23][CH:24]=4)=[CH:33][CH:32]=3)=[O:7])=[O:18])=[CH:41][CH:40]=[CH:39][C:38]=12. (4) The product is: [Cl:1][C:2]1[CH:7]=[CH:6][C:5]([C:12]2[C:24]3[C:23]4[C:18](=[CH:19][CH:20]=[CH:21][CH:22]=4)[C:17]([C:31]4[CH:32]=[CH:33][CH:34]=[CH:35][CH:36]=4)([C:25]4[CH:26]=[CH:27][CH:28]=[CH:29][CH:30]=4)[C:16]=3[CH:15]=[CH:14][CH:13]=2)=[CH:4][CH:3]=1. Given the reactants [Cl:1][C:2]1[CH:7]=[CH:6][C:5](B(O)O)=[CH:4][CH:3]=1.Br[C:12]1[C:24]2[C:23]3[C:18](=[CH:19][CH:20]=[CH:21][CH:22]=3)[C:17]([C:31]3[CH:36]=[CH:35][CH:34]=[CH:33][CH:32]=3)([C:25]3[CH:30]=[CH:29][CH:28]=[CH:27][CH:26]=3)[C:16]=2[CH:15]=[CH:14][CH:13]=1.C([O-])(O)=O.[Na+], predict the reaction product. (5) Given the reactants [OH:1][C:2]1[CH:7]=[C:6]([CH3:8])[C:5]([C:9]2[CH:14]=[CH:13][CH:12]=[C:11]([CH2:15][O:16][C:17]3[CH:22]=[CH:21][C:20]([C:23]4([CH2:27][C:28]([O:30][CH2:31][CH3:32])=[O:29])[CH2:26][O:25][CH2:24]4)=[CH:19][CH:18]=3)[CH:10]=2)=[C:4]([CH3:33])[CH:3]=1.C(=O)([O-])[O-].[Cs+].[Cs+].Br[CH:41]1[CH2:45][CH2:44][CH2:43][CH2:42]1, predict the reaction product. The product is: [CH:41]1([O:1][C:2]2[CH:3]=[C:4]([CH3:33])[C:5]([C:9]3[CH:14]=[CH:13][CH:12]=[C:11]([CH2:15][O:16][C:17]4[CH:22]=[CH:21][C:20]([C:23]5([CH2:27][C:28]([O:30][CH2:31][CH3:32])=[O:29])[CH2:24][O:25][CH2:26]5)=[CH:19][CH:18]=4)[CH:10]=3)=[C:6]([CH3:8])[CH:7]=2)[CH2:45][CH2:44][CH2:43][CH2:42]1. (6) Given the reactants CC1C(NC(CN2CCN([CH2:18][CH:19]([OH:30])[CH2:20][O:21][C:22]3[CH:23]=[CH:24][CH:25]=[CH:26][C:27]=3[O:28][CH3:29])CC2)=O)=C(C)C=CC=1.COC1C=CC=CC=1O.C(C1OC1)Cl.[OH-].[Na+], predict the reaction product. The product is: [CH3:29][O:28][C:27]1[CH:26]=[CH:25][CH:24]=[CH:23][C:22]=1[O:21][CH2:20][CH:19]1[CH2:18][O:30]1. (7) Given the reactants [CH3:1][CH2:2][CH2:3][C:4]1[C:5]2[N:14]=[C:13]([C:15]3[CH:16]=[C:17]([S:24]([N:27]4[CH2:32][CH2:31][N:30]([CH3:33])[CH2:29][CH2:28]4)(=[O:26])=[O:25])[CH:18]=[CH:19][C:20]=3[O:21][CH2:22][CH3:23])[NH:12][C:10](=[O:11])[C:6]=2[N:7]([CH3:9])[N:8]=1.C(C(O)(C(O)=O)CC(O)=O)C(O)=O.C1C2C[C@H]3N(CC4CC4)CC[C@]45[C@H](C(CC[C@@]34O)=O)OC(C=25)=C(O)C=1, predict the reaction product. The product is: [CH3:1][CH2:2][CH2:3][C:4]1[C:5]2[N:14]=[C:13]([C:15]3[CH:16]=[C:17]([S:24]([N:27]4[CH2:32][CH2:31][N:30]([CH3:33])[CH2:29][CH2:28]4)(=[O:25])=[O:26])[CH:18]=[CH:19][C:20]=3[O:21][CH2:22][CH3:23])[NH:12][C:10](=[O:11])[C:6]=2[N:7]([CH3:9])[N:8]=1.